This data is from Catalyst prediction with 721,799 reactions and 888 catalyst types from USPTO. The task is: Predict which catalyst facilitates the given reaction. (1) Reactant: C[O:2][C:3](=[O:34])[CH2:4][CH:5]1[CH2:10][CH2:9][CH:8]([C:11]2[CH:16]=[CH:15][C:14]([C:17]3[CH:22]=[N:21][C:20]([NH:23][C:24]4[CH:25]=[N:26][C:27]([C:30]([F:33])([F:32])[F:31])=[CH:28][CH:29]=4)=[CH:19][N:18]=3)=[CH:13][CH:12]=2)[CH2:7][CH2:6]1.[OH-].[Li+].Cl. Product: [F:33][C:30]([F:31])([F:32])[C:27]1[N:26]=[CH:25][C:24]([NH:23][C:20]2[N:21]=[CH:22][C:17]([C:14]3[CH:13]=[CH:12][C:11]([CH:8]4[CH2:7][CH2:6][CH:5]([CH2:4][C:3]([OH:34])=[O:2])[CH2:10][CH2:9]4)=[CH:16][CH:15]=3)=[N:18][CH:19]=2)=[CH:29][CH:28]=1. The catalyst class is: 20. (2) Reactant: [H-].[Na+].[I:3][C:4]1[CH:5]=[N:6][NH:7][CH:8]=1.Cl[CH2:10][CH2:11][N:12]1[CH2:16][CH2:15][CH2:14][CH2:13]1. Product: [I:3][C:4]1[CH:5]=[N:6][N:7]([CH2:10][CH2:11][N:12]2[CH2:16][CH2:15][CH2:14][CH2:13]2)[CH:8]=1. The catalyst class is: 3.